Dataset: Choline transporter screen with 302,306 compounds. Task: Binary Classification. Given a drug SMILES string, predict its activity (active/inactive) in a high-throughput screening assay against a specified biological target. (1) The molecule is Clc1cc(n2c(n[nH]c2=S)Cn2ncc3c(c2=O)cccc3)ccc1F. The result is 0 (inactive). (2) The molecule is S(=O)(=O)(N(C1CCCCC1)C)c1cc2c(oc(c2C)C(=O)NCCCOC)cc1. The result is 0 (inactive). (3) The molecule is o1c2c(c3CCCc3c1=O)c(OC(=O)CCCNC(OC(C)(C)C)=O)cc(c2)C. The result is 0 (inactive). (4) The molecule is S1C(N(Cc2occc2)C(=O)C1)c1ccc(C(=O)N2CCN(CC2)C)cc1. The result is 0 (inactive). (5) The molecule is S(c1n(c(nn1)c1cccnc1)C)CC(=O)c1c(OC)ccc(OC)c1. The result is 0 (inactive). (6) The drug is S1c2c(N(CC1)Cc1ccc(F)cc1)cc(C(=O)NCC1OCCC1)cc2. The result is 0 (inactive). (7) The molecule is Brc1cc(F)c(NC(/SC)=N\S(=O)(=O)c2sccc2)cc1. The result is 0 (inactive). (8) The molecule is Clc1c(c(NC(=O)CCC(=O)NNC(=O)c2cc(ccc2)C)ccc1)C. The result is 0 (inactive). (9) The molecule is S(=O)(=O)(NCC)c1ccc(CCC(=O)N2CCN(CC2)c2c(F)cccc2)cc1. The result is 0 (inactive).